Dataset: Retrosynthesis with 50K atom-mapped reactions and 10 reaction types from USPTO. Task: Predict the reactants needed to synthesize the given product. (1) The reactants are: C1CCNCC1.COC(=O)c1cc(Cl)nc(Cl)n1. Given the product COC(=O)c1cc(N2CCCCC2)nc(Cl)n1, predict the reactants needed to synthesize it. (2) Given the product Clc1cccc(Nc2nccc(-c3cccnc3Cl)n2)c1, predict the reactants needed to synthesize it. The reactants are: Clc1nccc(-c2cccnc2Cl)n1.Nc1cccc(Cl)c1. (3) Given the product c1ccc(CN2CCC(n3nncc3-c3ccccc3)C2)cc1, predict the reactants needed to synthesize it. The reactants are: C#Cc1ccccc1.[N-]=[N+]=NC1CCN(Cc2ccccc2)C1. (4) The reactants are: CC(C)(C)OC(=O)N1CCN(CCCOc2ccc(Br)cc2)CC1. Given the product Brc1ccc(OCCCN2CCNCC2)cc1, predict the reactants needed to synthesize it. (5) Given the product CCN(Cc1ccccc1)CC1CCN(C(=O)Oc2ccc(Oc3ccc(C(F)(F)F)cn3)cc2)CC1, predict the reactants needed to synthesize it. The reactants are: CCN(Cc1ccccc1)CC1CCNCC1.O=C(Cl)Oc1ccc(Oc2ccc(C(F)(F)F)cn2)cc1. (6) Given the product O=C1CCn2cc(C(=O)O)nc2N1, predict the reactants needed to synthesize it. The reactants are: CCOC(=O)c1cn2c(n1)NC(=O)CC2. (7) Given the product CC(=O)Nc1ccc(F)c(F)c1, predict the reactants needed to synthesize it. The reactants are: CC(=O)OC(C)=O.Nc1ccc(F)c(F)c1. (8) Given the product NNC(=O)c1cccc([N+](=O)[O-])c1, predict the reactants needed to synthesize it. The reactants are: COC(=O)c1cccc([N+](=O)[O-])c1.NN.